Dataset: Reaction yield outcomes from USPTO patents with 853,638 reactions. Task: Predict the reaction yield, written as a fraction of the theoretical maximum amount of product (1.0 means a 100% yield; for example, 0.34 means a 34% yield). (1) The reactants are [C:1]([O:4][C:5]1[CH:10]=[CH:9][C:8]([C:11](Cl)=[O:12])=[CH:7][C:6]=1[CH2:14][CH:15]=[C:16]([CH3:18])[CH3:17])(=[O:3])[CH3:2].[NH2:19][C:20]1[CH:25]=[CH:24][CH:23]=[CH:22][CH:21]=1.[CH2:26]([N:28]([CH2:31][CH3:32])[CH2:29][CH3:30])C. The catalyst is ClCCl. The product is [C:1]([O:4][C:5]1[CH:10]=[CH:9][C:8]([C:11](=[O:12])[NH:19][C:20]2[CH:25]=[C:24]([C:7]3[CH:8]=[CH:9][CH:10]=[C:5]([O:4][CH:1]4[CH2:32][CH2:31][N:28]([CH3:26])[CH2:29][CH2:30]4)[CH:6]=3)[CH:23]=[CH:22][CH:21]=2)=[CH:7][C:6]=1[CH2:14][CH:15]=[C:16]([CH3:18])[CH3:17])(=[O:3])[CH3:2]. The yield is 0.720. (2) The reactants are FC(F)(F)C(O)=O.[F:8][C:9]([F:35])([F:34])[C:10]1[N:14]2[N:15]=[C:16]([N:19]3[CH2:23][CH:22]4[CH2:24][N:25](C(OC(C)(C)C)=O)[CH2:26][CH:21]4[CH2:20]3)[CH:17]=[CH:18][C:13]2=[N:12][N:11]=1. The catalyst is ClCCl. The yield is 0.980. The product is [CH2:20]1[CH:21]2[CH2:26][NH:25][CH2:24][CH:22]2[CH2:23][N:19]1[C:16]1[CH:17]=[CH:18][C:13]2[N:14]([C:10]([C:9]([F:34])([F:35])[F:8])=[N:11][N:12]=2)[N:15]=1. (3) The reactants are Cl[CH2:2][CH2:3][O:4][C:5](=[O:30])[NH:6][C:7]1[CH:12]=[CH:11][C:10]([C:13]2[N:14]([CH2:28][CH3:29])[C:15]3[C:20]([C:21]=2[C:22]#[N:23])=[CH:19][CH:18]=[C:17]([O:24][CH:25]([CH3:27])[CH3:26])[CH:16]=3)=[CH:9][CH:8]=1.C([O-])([O-])=O.[K+].[K+].O. The catalyst is CN(C=O)C. The product is [CH2:28]([N:14]1[C:15]2[C:20](=[CH:19][CH:18]=[C:17]([O:24][CH:25]([CH3:27])[CH3:26])[CH:16]=2)[C:21]([C:22]#[N:23])=[C:13]1[C:10]1[CH:11]=[CH:12][C:7]([N:6]2[CH2:2][CH2:3][O:4][C:5]2=[O:30])=[CH:8][CH:9]=1)[CH3:29]. The yield is 0.810.